Regression. Given a peptide amino acid sequence and an MHC pseudo amino acid sequence, predict their binding affinity value. This is MHC class II binding data. From a dataset of Peptide-MHC class II binding affinity with 134,281 pairs from IEDB. (1) The MHC is DRB3_0101 with pseudo-sequence DRB3_0101. The binding affinity (normalized) is 0.457. The peptide sequence is FTNFKVAYSKSLKEL. (2) The peptide sequence is LRLFDYNKNAIKTLN. The MHC is DRB1_0401 with pseudo-sequence DRB1_0401. The binding affinity (normalized) is 0.177. (3) The binding affinity (normalized) is 0.160. The MHC is DRB1_0401 with pseudo-sequence DRB1_0401. The peptide sequence is NRNNTFKPFAEYKSD. (4) The peptide sequence is IKRIHEYKRQLMNIL. The MHC is DRB1_1501 with pseudo-sequence DRB1_1501. The binding affinity (normalized) is 0.772. (5) The peptide sequence is GELQIVPKIDAAFKI. The MHC is DRB1_0802 with pseudo-sequence DRB1_0802. The binding affinity (normalized) is 0.466. (6) The peptide sequence is PEKEVLMWKFDSRLAFHH. The MHC is DRB1_0405 with pseudo-sequence DRB1_0405. The binding affinity (normalized) is 0.363. (7) The peptide sequence is RGVRSLSNKIKQKTK. The binding affinity (normalized) is 0.0248. The MHC is H-2-IAd with pseudo-sequence H-2-IAd.